Predict the reaction yield, written as a fraction of the theoretical maximum amount of product (1.0 means a 100% yield; for example, 0.34 means a 34% yield). From a dataset of Reaction yield outcomes from USPTO patents with 853,638 reactions. (1) The reactants are [N:1]1[C:10]2[C:5](=[CH:6][C:7]([S:11][C:12](=S)OCC)=[CH:8][CH:9]=2)[CH:4]=[CH:3][CH:2]=1.[O:17]([C:24]1[CH:25]=[C:26]([CH:39]=[CH:40][CH:41]=1)COS(C1C=CC(C)=CC=1)(=O)=O)[C:18]1[CH:23]=[CH:22][CH:21]=[CH:20][CH:19]=1.CO.CC(C)([O-])C.[K+]. The catalyst is O1CCCC1. The product is [O:17]([C:24]1[CH:25]=[C:26]([CH:39]=[CH:40][CH:41]=1)[CH2:12][S:11][C:7]1[CH:6]=[C:5]2[C:10](=[CH:9][CH:8]=1)[N:1]=[CH:2][CH:3]=[CH:4]2)[C:18]1[CH:23]=[CH:22][CH:21]=[CH:20][CH:19]=1. The yield is 0.570. (2) The reactants are Br[C:2]1[O:6][C:5]([CH3:7])=[C:4]([CH:8]=[O:9])[CH:3]=1.[CH3:10][O:11][C:12]1[CH:17]=[CH:16][C:15](B(O)O)=[C:14]([CH3:21])[CH:13]=1.C(=O)([O-])[O-].[Na+].[Na+].COCCOC. The catalyst is C1C=CC([P]([Pd]([P](C2C=CC=CC=2)(C2C=CC=CC=2)C2C=CC=CC=2)([P](C2C=CC=CC=2)(C2C=CC=CC=2)C2C=CC=CC=2)[P](C2C=CC=CC=2)(C2C=CC=CC=2)C2C=CC=CC=2)(C2C=CC=CC=2)C2C=CC=CC=2)=CC=1.O. The product is [CH3:10][O:11][C:12]1[CH:17]=[CH:16][C:15]([C:2]2[O:6][C:5]([CH3:7])=[C:4]([CH:8]=[O:9])[CH:3]=2)=[C:14]([CH3:21])[CH:13]=1. The yield is 0.940. (3) The reactants are [C:1]([C:5]1[CH:10]=[C:9]([CH3:11])[C:8]([N+:12]([O-:14])=[O:13])=[CH:7][C:6]=1[N+:15]([O-:17])=[O:16])([CH3:4])([CH3:3])[CH3:2].C(C1C=CC([N+]([O-])=O)=C(C)C=1[N+]([O-])=O)(C)(C)C.C[C:36]([N:38]([CH3:40])[CH3:39])=O. The catalyst is CN(C=O)C. The product is [C:1]([C:5]1[C:6]([N+:15]([O-:17])=[O:16])=[CH:7][C:8]([N+:12]([O-:14])=[O:13])=[C:9](/[CH:11]=[CH:36]/[N:38]([CH3:40])[CH3:39])[CH:10]=1)([CH3:4])([CH3:2])[CH3:3]. The yield is 0.680. (4) The reactants are C(OC([N:8]1[CH2:13][CH2:12][CH:11]([C:14]([N:16]2[CH2:20][CH:19]([C:21]3[CH:26]=[CH:25][C:24]([Cl:27])=[C:23]([Cl:28])[CH:22]=3)[CH:18]([CH:29]([O:31][C:32]3[CH:37]=[CH:36][C:35]([C:38]#[N:39])=[CH:34][N:33]=3)[CH3:30])[CH2:17]2)=[O:15])[CH2:10][CH2:9]1)=O)(C)(C)C.C(O)(C(F)(F)F)=O. The catalyst is C(Cl)Cl. The product is [Cl:28][C:23]1[CH:22]=[C:21]([CH:19]2[CH2:20][N:16]([C:14]([CH:11]3[CH2:12][CH2:13][NH:8][CH2:9][CH2:10]3)=[O:15])[CH2:17][CH:18]2[CH:29]([O:31][C:32]2[CH:37]=[CH:36][C:35]([C:38]#[N:39])=[CH:34][N:33]=2)[CH3:30])[CH:26]=[CH:25][C:24]=1[Cl:27]. The yield is 0.990. (5) The reactants are [CH2:1]([O:8][C:9](=[O:31])[NH:10][C@@H:11]1[C:14](=[O:15])[N:13]([CH2:16][C:17]2[CH:22]=[CH:21][C:20]([O:23][CH3:24])=[CH:19][C:18]=2[O:25][CH3:26])[C@@H:12]1[C@@H:27]([OH:30])CO)[C:2]1[CH:7]=[CH:6][CH:5]=[CH:4][CH:3]=1.I([O-])(=O)(=O)=O.[Na+]. The catalyst is CCOC(C)=O.O. The product is [CH2:1]([O:8][C:9](=[O:31])[NH:10][C@@H:11]1[C:14](=[O:15])[N:13]([CH2:16][C:17]2[CH:22]=[CH:21][C:20]([O:23][CH3:24])=[CH:19][C:18]=2[O:25][CH3:26])[C@@H:12]1[CH:27]=[O:30])[C:2]1[CH:7]=[CH:6][CH:5]=[CH:4][CH:3]=1. The yield is 0.980. (6) The reactants are [C:1]([O:5][C:6]([CH:8]1[CH2:13][CH:12]2[CH2:14][CH:9]1[C:10](=[O:15])[O:11]2)=[O:7])([CH3:4])([CH3:3])[CH3:2].[OH-].[Li+].Cl.Cl.[CH2:20]([O:22][C:23]([C@@:25]1([NH2:30])[CH2:27][C@H:26]1[CH:28]=[CH2:29])=[O:24])[CH3:21].C(N(C(C)C)CC)(C)C.CN(C(ON1N=NC2C=CC=NC1=2)=[N+](C)C)C.F[P-](F)(F)(F)(F)F. The catalyst is O1CCOCC1.O. The product is [C:1]([O:5][C:6]([C@@H:8]1[CH2:13][C@@H:12]([OH:11])[CH2:14][C@H:9]1[C:10](=[O:15])[NH:30][C@:25]1([C:23]([O:22][CH2:20][CH3:21])=[O:24])[CH2:27][C@H:26]1[CH:28]=[CH2:29])=[O:7])([CH3:4])([CH3:3])[CH3:2]. The yield is 0.890. (7) The reactants are [CH2:1]([O:8][CH2:9][N:10]([C:23]1[N:28]=[C:27]([O:29][CH2:30][C:31]([F:34])([F:33])[F:32])[CH:26]=[C:25]([O:35][CH2:36][C:37]([F:40])([F:39])[F:38])[N:24]=1)[C:11](=[O:22])[NH:12][C:13]1[S:14][C:15]([C:18]([F:21])([F:20])[F:19])=[CH:16][CH:17]=1)[C:2]1[CH:7]=[CH:6][CH:5]=[CH:4][CH:3]=1.[H-].[Na+].[CH3:43][O:44][CH2:45]Br. The catalyst is CN(C=O)C. The product is [CH2:1]([O:8][CH2:9][N:10]([C:23]1[N:28]=[C:27]([O:29][CH2:30][C:31]([F:32])([F:33])[F:34])[CH:26]=[C:25]([O:35][CH2:36][C:37]([F:39])([F:40])[F:38])[N:24]=1)[C:11](=[O:22])[N:12]([CH2:43][O:44][CH3:45])[C:13]1[S:14][C:15]([C:18]([F:19])([F:20])[F:21])=[CH:16][CH:17]=1)[C:2]1[CH:7]=[CH:6][CH:5]=[CH:4][CH:3]=1. The yield is 0.690.